This data is from Full USPTO retrosynthesis dataset with 1.9M reactions from patents (1976-2016). The task is: Predict the reactants needed to synthesize the given product. Given the product [C:1]1([S:7][C:8]2[CH:9]=[C:10]([CH:11]=[CH:12][CH:13]=2)[CH:14]=[O:15])[CH:6]=[CH:5][CH:4]=[CH:3][CH:2]=1, predict the reactants needed to synthesize it. The reactants are: [C:1]1([S:7][C:8]2[CH:9]=[C:10]([CH:14]3OCC[O:15]3)[CH:11]=[CH:12][CH:13]=2)[CH:6]=[CH:5][CH:4]=[CH:3][CH:2]=1.Cl.